Dataset: Full USPTO retrosynthesis dataset with 1.9M reactions from patents (1976-2016). Task: Predict the reactants needed to synthesize the given product. (1) The reactants are: Br[C:2]1[CH:3]=[C:4]2[C:8](=[CH:9][CH:10]=1)[N:7]([CH:11]1[CH2:16][CH2:15][N:14]([C:17]3[N:22]=[CH:21][C:20]([CH2:23][CH3:24])=[CH:19][N:18]=3)[CH2:13][CH2:12]1)[CH:6]=[C:5]2[CH3:25].CC1(C)C(C)(C)OB([C:34]2[CH:39]=[CH:38][C:37]([S:40]([CH3:43])(=[O:42])=[O:41])=[CH:36][CH:35]=2)O1. Given the product [CH2:23]([C:20]1[CH:19]=[N:18][C:17]([N:14]2[CH2:15][CH2:16][CH:11]([N:7]3[C:8]4[C:4](=[CH:3][C:2]([C:34]5[CH:39]=[CH:38][C:37]([S:40]([CH3:43])(=[O:42])=[O:41])=[CH:36][CH:35]=5)=[CH:10][CH:9]=4)[C:5]([CH3:25])=[CH:6]3)[CH2:12][CH2:13]2)=[N:22][CH:21]=1)[CH3:24], predict the reactants needed to synthesize it. (2) Given the product [Br:13][C:14]1[CH:15]=[N:16][S:17][C:18]=1[C:19]([O:20][CH3:21])=[O:22], predict the reactants needed to synthesize it. The reactants are: C([Li])CCC.C(NC(C)C)(C)C.[Br:13][C:14]1[CH:15]=[N:16][S:17][CH:18]=1.[C:19](C#N)(=[O:22])[O:20][CH3:21]. (3) Given the product [F:17][C:18]1[CH:24]=[C:23]([N+:25]([O-:27])=[O:26])[CH:22]=[CH:21][C:19]=1[NH:20][C:2]1[CH:7]=[CH:6][N:5]=[C:4]2[CH:8]=[C:9]([C:11]3[N:12]=[CH:13][N:14]([CH3:16])[CH:15]=3)[S:10][C:3]=12, predict the reactants needed to synthesize it. The reactants are: Cl[C:2]1[CH:7]=[CH:6][N:5]=[C:4]2[CH:8]=[C:9]([C:11]3[N:12]=[CH:13][N:14]([CH3:16])[CH:15]=3)[S:10][C:3]=12.[F:17][C:18]1[CH:24]=[C:23]([N+:25]([O-:27])=[O:26])[CH:22]=[CH:21][C:19]=1[NH2:20].C1CCC(P(C2C(C3C=CC=CC=3)=CC=CC=2)C2CCCCC2)CC1.[O-]P([O-])([O-])=O.[K+].[K+].[K+]. (4) Given the product [C:1]([O:5][C:6]([NH:8][C@@:9]1([C:33]([O:35][C:36]([CH3:39])([CH3:38])[CH3:37])=[O:34])[C@H:14]([CH2:15][S:16][C:17]2[CH:22]=[CH:21][C:20]([F:23])=[C:19]([CH3:24])[CH:18]=2)[C@H:13]([O:25][S:41]([CH3:40])(=[O:43])=[O:42])[C@@H:12]2[C@H:10]1[C@H:11]2[C:26]([O:28][C:29]([CH3:30])([CH3:32])[CH3:31])=[O:27])=[O:7])([CH3:4])([CH3:2])[CH3:3], predict the reactants needed to synthesize it. The reactants are: [C:1]([O:5][C:6]([NH:8][C@@:9]1([C:33]([O:35][C:36]([CH3:39])([CH3:38])[CH3:37])=[O:34])[C@H:14]([CH2:15][S:16][C:17]2[CH:22]=[CH:21][C:20]([F:23])=[C:19]([CH3:24])[CH:18]=2)[C@H:13]([OH:25])[C@@H:12]2[C@H:10]1[C@H:11]2[C:26]([O:28][C:29]([CH3:32])([CH3:31])[CH3:30])=[O:27])=[O:7])([CH3:4])([CH3:3])[CH3:2].[CH3:40][S:41](Cl)(=[O:43])=[O:42]. (5) Given the product [O:8]1[CH2:9][CH2:10][CH:5]([C:3]([NH2:12])=[O:2])[CH2:6][CH2:7]1, predict the reactants needed to synthesize it. The reactants are: C[O:2][C:3]([CH:5]1[CH2:10][CH2:9][O:8][CH2:7][CH2:6]1)=O.[OH-].[NH4+:12]. (6) Given the product [N+:8]([C:5]1[CH:6]=[CH:7][C:2]([N:19]2[CH2:18][CH2:17][CH:16]([O:15][C:14]3[CH:22]=[CH:23][CH:24]=[CH:25][C:13]=3[C:12]([F:11])([F:26])[F:27])[CH2:21][CH2:20]2)=[N:3][CH:4]=1)([O-:10])=[O:9], predict the reactants needed to synthesize it. The reactants are: Cl[C:2]1[CH:7]=[CH:6][C:5]([N+:8]([O-:10])=[O:9])=[CH:4][N:3]=1.[F:11][C:12]([F:27])([F:26])[C:13]1[CH:25]=[CH:24][CH:23]=[CH:22][C:14]=1[O:15][CH:16]1[CH2:21][CH2:20][NH:19][CH2:18][CH2:17]1.C1CCN2C(=NCCC2)CC1. (7) Given the product [C:11]([O:10][C:8](=[O:9])[CH2:7][N:6]1[C:5]2[CH:15]=[CH:16][CH:17]=[CH:18][C:4]=2[N:3]([C:20]2[S:21][CH:22]=[C:23]([Br:25])[N:24]=2)[C:2]1=[O:1])([CH3:14])([CH3:13])[CH3:12], predict the reactants needed to synthesize it. The reactants are: [O:1]=[C:2]1[N:6]([CH2:7][C:8]([O:10][C:11]([CH3:14])([CH3:13])[CH3:12])=[O:9])[C:5]2[CH:15]=[CH:16][CH:17]=[CH:18][C:4]=2[NH:3]1.Br[C:20]1[S:21][CH:22]=[C:23]([Br:25])[N:24]=1. (8) The reactants are: [F:1][C:2]1[CH:3]=[CH:4][C:5]([N+:11]([O-:13])=[O:12])=[C:6]([CH:10]=1)[C:7](O)=[O:8].S(Cl)([Cl:16])=O. Given the product [F:1][C:2]1[CH:3]=[CH:4][C:5]([N+:11]([O-:13])=[O:12])=[C:6]([CH:10]=1)[C:7]([Cl:16])=[O:8], predict the reactants needed to synthesize it. (9) Given the product [CH3:12][O:11][C:3]1[CH:4]=[C:5]([N+:8]([O-:10])=[O:9])[CH:6]=[CH:7][C:2]=1[N:16]1[CH:17]=[N:18][C:14]([CH3:13])=[N:15]1, predict the reactants needed to synthesize it. The reactants are: Cl[C:2]1[CH:7]=[CH:6][C:5]([N+:8]([O-:10])=[O:9])=[CH:4][C:3]=1[O:11][CH3:12].[CH3:13][C:14]1[N:18]=[CH:17][NH:16][N:15]=1.[OH-].[K+].Cl.